Dataset: Peptide-MHC class II binding affinity with 134,281 pairs from IEDB. Task: Regression. Given a peptide amino acid sequence and an MHC pseudo amino acid sequence, predict their binding affinity value. This is MHC class II binding data. (1) The peptide sequence is NRWLFRHLAREKNPR. The MHC is DRB3_0301 with pseudo-sequence DRB3_0301. The binding affinity (normalized) is 0.276. (2) The peptide sequence is LPRPPATPPPPPPPQ. The MHC is HLA-DQA10101-DQB10501 with pseudo-sequence HLA-DQA10101-DQB10501. The binding affinity (normalized) is 0. (3) The peptide sequence is FLATRIFGRRSIPVN. The MHC is DRB1_0901 with pseudo-sequence DRB1_0901. The binding affinity (normalized) is 0.535. (4) The MHC is HLA-DPA10301-DPB10402 with pseudo-sequence HLA-DPA10301-DPB10402. The peptide sequence is AAVDKDAVIVAAAGN. The binding affinity (normalized) is 0.312. (5) The peptide sequence is SKEHDGECKETVPMN. The MHC is HLA-DQA10101-DQB10501 with pseudo-sequence HLA-DQA10101-DQB10501. The binding affinity (normalized) is 0. (6) The peptide sequence is GQRVVFIQPSPVRDHY. The MHC is DRB5_0101 with pseudo-sequence DRB5_0101. The binding affinity (normalized) is 0.671. (7) The peptide sequence is AAATAGTTVYGAFAA. The MHC is DRB5_0101 with pseudo-sequence DRB5_0101. The binding affinity (normalized) is 0.217. (8) The peptide sequence is AVFEYTIDCDGSILG. The MHC is DRB4_0103 with pseudo-sequence DRB4_0103. The binding affinity (normalized) is 0.232. (9) The peptide sequence is GTVVLTATFALGAAL. The MHC is DRB1_0404 with pseudo-sequence DRB1_0404. The binding affinity (normalized) is 0.446. (10) The peptide sequence is VADAYITLVTLPKSS. The MHC is HLA-DPA10201-DPB10101 with pseudo-sequence HLA-DPA10201-DPB10101. The binding affinity (normalized) is 0.659.